From a dataset of Catalyst prediction with 721,799 reactions and 888 catalyst types from USPTO. Predict which catalyst facilitates the given reaction. (1) Reactant: Cl[C:2]1[N:7]=[C:6]([NH:8][CH:9]2[CH2:11][CH2:10]2)[C:5]([I:12])=[CH:4][N:3]=1.[NH2:13][C:14]1[CH:19]=[CH:18][CH:17]=[CH:16][CH:15]=1.C1(C)C=CC(S(O)(=O)=O)=CC=1. Product: [CH:9]1([NH:8][C:6]2[C:5]([I:12])=[CH:4][N:3]=[C:2]([NH:13][C:14]3[CH:19]=[CH:18][CH:17]=[CH:16][CH:15]=3)[N:7]=2)[CH2:11][CH2:10]1. The catalyst class is: 12. (2) Reactant: Cl.Cl.[F:3][C:4]([F:17])([F:16])[CH2:5][O:6][C:7]1[CH:8]=[CH:9][C:10]([C@H:13]([NH2:15])[CH3:14])=[N:11][CH:12]=1.[C:18]([CH2:21][C:22]1[CH:27]=[CH:26][C:25]([CH:28]([CH3:32])[C:29]([OH:31])=[O:30])=[CH:24][CH:23]=1)([OH:20])=[O:19].C(Cl)CCl.ON1C2N=CC=CC=2N=N1.C(N(C(C)C)CC)(C)C. Product: [OH:6][C:5]([C:4]([F:17])([F:16])[F:3])=[O:19].[O:20]=[C:18]([NH:15][C@@H:13]([C:10]1[CH:9]=[CH:8][C:7]([O:6][CH2:5][C:4]([F:17])([F:3])[F:16])=[CH:12][N:11]=1)[CH3:14])[CH2:21][C:22]1[CH:27]=[CH:26][C:25]([CH:28]([CH3:32])[C:29]([OH:31])=[O:30])=[CH:24][CH:23]=1. The catalyst class is: 18. (3) Product: [CH3:13][C:2]1([CH3:1])[CH2:7][CH2:6][CH2:5][C:4]([CH:8]([OH:12])/[CH:9]=[CH:10]/[CH3:11])=[CH:3]1. Reactant: [CH3:1][C:2]1([CH3:13])[CH2:7][CH2:6][CH2:5][C:4]([CH:8]([OH:12])[C:9]#[C:10][CH3:11])=[CH:3]1.[H-].[Al+3].[Li+].[H-].[H-].[H-]. The catalyst class is: 7. (4) Reactant: [ClH:1].[NH2:2][C:3]1[C:4]2[CH2:11][CH2:10][CH2:9][C:8](=[O:12])[C:5]=2[S:6][CH:7]=1.[Br:13]N1C(=O)CCC1=O. Product: [ClH:1].[NH2:2][C:3]1[C:4]2[CH2:11][CH2:10][CH2:9][C:8](=[O:12])[C:5]=2[S:6][C:7]=1[Br:13]. The catalyst class is: 9.